From a dataset of Forward reaction prediction with 1.9M reactions from USPTO patents (1976-2016). Predict the product of the given reaction. (1) Given the reactants [C:1]1([CH:8]=[CH:7]C(O)=[CH:4][CH:3]=1)O.B(F)(F)F.[CH3:13][CH2:14][O:15][CH2:16][CH3:17].O1CCOCC1, predict the reaction product. The product is: [O:15]1[C:16]2[C:8](=[CH:1][CH:3]=[CH:4][CH:17]=2)[CH2:7][CH2:13][CH2:14]1. (2) Given the reactants Cl[C:2]1[C:11]2[C:6](=[CH:7][C:8]([O:14][CH2:15][CH2:16][CH2:17][N:18]3[CH2:23][CH2:22][O:21][CH2:20][CH2:19]3)=[C:9]([O:12][CH3:13])[CH:10]=2)[N:5]=[CH:4][N:3]=1.C(=O)([O-])[O-].[K+].[K+].[OH:30][C:31]1[CH:32]=[C:33]2[C:38](=[CH:39][CH:40]=1)[N:37]=[CH:36][CH:35]=[CH:34]2.[OH-].[Na+], predict the reaction product. The product is: [CH3:13][O:12][C:9]1[CH:10]=[C:11]2[C:6](=[CH:7][C:8]=1[O:14][CH2:15][CH2:16][CH2:17][N:18]1[CH2:23][CH2:22][O:21][CH2:20][CH2:19]1)[N:5]=[CH:4][N:3]=[C:2]2[O:30][C:31]1[CH:32]=[C:33]2[C:38](=[CH:39][CH:40]=1)[N:37]=[CH:36][CH:35]=[CH:34]2. (3) Given the reactants [Cl:1][C:2]1[CH:17]=[CH:16][C:5]2[S:6][C:7]3[CH:15]=[CH:14][CH:13]=[CH:12][C:8]=3[C:9](=O)[NH:10][C:4]=2[CH:3]=1.O=P(Cl)(Cl)[Cl:20], predict the reaction product. The product is: [Cl:1][C:2]1[CH:17]=[CH:16][C:5]2[S:6][C:7]3[CH:15]=[CH:14][CH:13]=[CH:12][C:8]=3[C:9]([Cl:20])=[N:10][C:4]=2[CH:3]=1. (4) The product is: [NH:43]1[C:44]2[C:40](=[C:39]([C:2]3[N:3]=[C:4]([N:25]4[CH2:30][CH2:29][O:28][CH2:27][CH2:26]4)[C:5]4[S:10][C:9]([C:11]5[CH:12]=[C:13]([C:17]([N:19]6[CH2:24][CH2:23][O:22][CH2:21][CH2:20]6)=[O:18])[CH:14]=[CH:15][CH:16]=5)=[CH:8][C:6]=4[N:7]=3)[CH:47]=[CH:46][CH:45]=2)[CH:41]=[N:42]1. Given the reactants Cl[C:2]1[N:3]=[C:4]([N:25]2[CH2:30][CH2:29][O:28][CH2:27][CH2:26]2)[C:5]2[S:10][C:9]([C:11]3[CH:12]=[C:13]([C:17]([N:19]4[CH2:24][CH2:23][O:22][CH2:21][CH2:20]4)=[O:18])[CH:14]=[CH:15][CH:16]=3)=[CH:8][C:6]=2[N:7]=1.CC1(C)C(C)(C)OB([C:39]2[CH:47]=[CH:46][CH:45]=[C:44]3[C:40]=2[CH:41]=[N:42][NH:43]3)O1, predict the reaction product. (5) Given the reactants Br[C:2]1[CH:3]=[C:4]([N:22]([CH:28]2[CH2:33][CH2:32][O:31][CH2:30][CH2:29]2)[CH2:23][C:24]([F:27])([F:26])[F:25])[C:5]([CH3:21])=[C:6]([CH:20]=1)[C:7]([NH:9][CH2:10][C:11]1[C:12](=[O:19])[NH:13][C:14]([CH3:18])=[CH:15][C:16]=1[CH3:17])=[O:8].CC1(C)C(C)(C)OB([C:42]2[CH:54]=[CH:53][C:45]([CH2:46][N:47]3[CH2:52][CH2:51][O:50][CH2:49][CH2:48]3)=[CH:44][CH:43]=2)O1.C([O-])([O-])=O.[Na+].[Na+], predict the reaction product. The product is: [CH3:17][C:16]1[CH:15]=[C:14]([CH3:18])[NH:13][C:12](=[O:19])[C:11]=1[CH2:10][NH:9][C:7]([C:6]1[CH:20]=[C:2]([C:42]2[CH:43]=[CH:44][C:45]([CH2:46][N:47]3[CH2:52][CH2:51][O:50][CH2:49][CH2:48]3)=[CH:53][CH:54]=2)[CH:3]=[C:4]([N:22]([CH:28]2[CH2:33][CH2:32][O:31][CH2:30][CH2:29]2)[CH2:23][C:24]([F:27])([F:26])[F:25])[C:5]=1[CH3:21])=[O:8]. (6) Given the reactants [CH3:1][O:2][C:3]([C:5]1[CH:6]=[C:7]([Cl:18])[C:8]([C:11]2[CH:12]=[N:13][C:14]([CH3:17])=[CH:15][CH:16]=2)=[N:9][CH:10]=1)=[O:4].[Se](=O)=[O:20], predict the reaction product. The product is: [CH3:1][O:2][C:3]([C:5]1[CH:6]=[C:7]([Cl:18])[C:8]([C:11]2[CH:12]=[N:13][C:14]([CH:17]=[O:20])=[CH:15][CH:16]=2)=[N:9][CH:10]=1)=[O:4]. (7) Given the reactants Cl[C:2]1[CH:7]=[C:6]([O:8][CH2:9][CH2:10][N:11]2[C:16](=[O:17])[CH:15]=[CH:14][C:13]([C:18]3[CH:23]=[CH:22][CH:21]=[CH:20][CH:19]=3)=[N:12]2)[CH:5]=[CH:4][N:3]=1.[N:24]1([C:29]([NH2:31])=[O:30])[CH2:28][CH2:27][CH2:26][CH2:25]1.O.CC(C)([O-])C.[Na+].CC1(C)C2C=CC=C(P(C3C=CC=CC=3)C3C=CC=CC=3)C=2OC2C1=CC=CC=2P(C1C=CC=CC=1)C1C=CC=CC=1, predict the reaction product. The product is: [O:17]=[C:16]1[N:11]([CH2:10][CH2:9][O:8][C:6]2[CH:5]=[CH:4][N:3]=[C:2]([NH:31][C:29]([N:24]3[CH2:28][CH2:27][CH2:26][CH2:25]3)=[O:30])[CH:7]=2)[N:12]=[C:13]([C:18]2[CH:23]=[CH:22][CH:21]=[CH:20][CH:19]=2)[CH:14]=[CH:15]1.